This data is from Reaction yield outcomes from USPTO patents with 853,638 reactions. The task is: Predict the reaction yield, written as a fraction of the theoretical maximum amount of product (1.0 means a 100% yield; for example, 0.34 means a 34% yield). (1) The reactants are Cl[C:2]1[C:7]([O:8][CH3:9])=[CH:6][CH:5]=[CH:4][N:3]=1.[NH2:10][CH2:11][CH:12]1[CH2:14][CH2:13]1. No catalyst specified. The product is [CH:12]1([CH2:11][NH:10][C:2]2[C:7]([O:8][CH3:9])=[CH:6][CH:5]=[CH:4][N:3]=2)[CH2:14][CH2:13]1. The yield is 0.500. (2) The reactants are Cl.[CH:2]12[NH:9][CH:6]([CH2:7][CH2:8]1)[CH2:5][O:4][CH2:3]2.C(N(CC)C(C)C)(C)C.[C:19]([O:25][CH2:26][C:27]1[CH:32]=[C:31]([C:33]2[CH:34]=[CH:35][C:36]3[C:41](Cl)=[N:40][C:39]([Cl:43])=[N:38][C:37]=3[N:44]=2)[CH:30]=[CH:29][C:28]=1[O:45][CH3:46])(=[O:24])[C:20]([CH3:23])([CH3:22])[CH3:21]. The catalyst is O1CCCC1. The product is [C:19]([O:25][CH2:26][C:27]1[CH:32]=[C:31]([C:33]2[CH:34]=[CH:35][C:36]3[C:41]([N:9]4[CH:6]5[CH2:7][CH2:8][CH:2]4[CH2:3][O:4][CH2:5]5)=[N:40][C:39]([Cl:43])=[N:38][C:37]=3[N:44]=2)[CH:30]=[CH:29][C:28]=1[O:45][CH3:46])(=[O:24])[C:20]([CH3:23])([CH3:22])[CH3:21]. The yield is 0.820. (3) The reactants are [F:1][C:2]1[CH:7]=[CH:6][C:5]([CH2:8][C:9]2[C:10]([N:16]3[CH2:22][C:21]4[CH:23]=[C:24](B5OC(C)(C)C(C)(C)O5)[CH:25]=[CH:26][C:20]=4[O:19][CH2:18][CH2:17]3)=[N:11][CH:12]=[N:13][C:14]=2[CH3:15])=[CH:4][CH:3]=1.C(=O)([O-])O.[K+].[NH2:41][C:42]1[C:47]([N+:48]([O-:50])=[O:49])=[CH:46][C:45](Br)=[CH:44][N:43]=1.CCN(C(C)C)C(C)C. The catalyst is O1CCOCC1.O.C1C=CC(P(C2C=CC=CC=2)[C-]2C=CC=C2)=CC=1.C1C=CC(P(C2C=CC=CC=2)[C-]2C=CC=C2)=CC=1.Cl[Pd]Cl.[Fe+2]. The product is [F:1][C:2]1[CH:7]=[CH:6][C:5]([CH2:8][C:9]2[C:10]([N:16]3[CH2:22][C:21]4[CH:23]=[C:24]([C:45]5[CH:46]=[C:47]([N+:48]([O-:50])=[O:49])[C:42]([NH2:41])=[N:43][CH:44]=5)[CH:25]=[CH:26][C:20]=4[O:19][CH2:18][CH2:17]3)=[N:11][CH:12]=[N:13][C:14]=2[CH3:15])=[CH:4][CH:3]=1. The yield is 0.370.